Dataset: Reaction yield outcomes from USPTO patents with 853,638 reactions. Task: Predict the reaction yield, written as a fraction of the theoretical maximum amount of product (1.0 means a 100% yield; for example, 0.34 means a 34% yield). (1) The reactants are [CH2:1]([C:3]1[N:7]([C:8]2[N:16]=[C:15]3[C:11]([N:12]=[C:13]([CH:18]=O)[N:14]3[CH3:17])=[C:10]([N:20]3[CH2:25][CH2:24][O:23][CH2:22][CH2:21]3)[N:9]=2)[C:6]2[CH:26]=[CH:27][CH:28]=[CH:29][C:5]=2[N:4]=1)[CH3:2].[NH:30]1[CH2:33][CH:32]([CH2:34][N:35]([CH3:40])[CH:36]2[CH2:39][O:38][CH2:37]2)[CH2:31]1.C(O[BH-](OC(=O)C)OC(=O)C)(=O)C.[Na+]. The catalyst is ClCCCl. The product is [CH2:1]([C:3]1[N:7]([C:8]2[N:16]=[C:15]3[C:11]([N:12]=[C:13]([CH2:18][N:30]4[CH2:31][CH:32]([CH2:34][N:35]([CH3:40])[CH:36]5[CH2:37][O:38][CH2:39]5)[CH2:33]4)[N:14]3[CH3:17])=[C:10]([N:20]3[CH2:25][CH2:24][O:23][CH2:22][CH2:21]3)[N:9]=2)[C:6]2[CH:26]=[CH:27][CH:28]=[CH:29][C:5]=2[N:4]=1)[CH3:2]. The yield is 0.590. (2) The reactants are O1CCCCC1[O:7][CH2:8][C:9]1[CH:23]=[CH:22][C:12]([C:13]([CH2:15][C:16](=[O:21])[C:17]([O:19]C)=O)=[O:14])=[CH:11][CH:10]=1.[O:24]1[CH:28]=[CH:27][C:26]([C:29]2[CH:35]=[CH:34][C:32]([NH2:33])=[CH:31][CH:30]=2)=[N:25]1.[CH:36]1([CH:42]=O)[CH2:41][CH2:40][CH2:39][CH2:38][CH2:37]1.C1(C)C=CC(S([O-])(=O)=O)=CC=1.[NH+]1C=CC=CC=1. The product is [CH:36]1([CH:42]2[N:33]([C:32]3[CH:34]=[CH:35][C:29]([C:26]4[CH:27]=[CH:28][O:24][N:25]=4)=[CH:30][CH:31]=3)[C:17](=[O:19])[C:16]([OH:21])=[C:15]2[C:13](=[O:14])[C:12]2[CH:11]=[CH:10][C:9]([CH2:8][OH:7])=[CH:23][CH:22]=2)[CH2:41][CH2:40][CH2:39][CH2:38][CH2:37]1. The yield is 0.0900. The catalyst is O.C1COCC1.CO.C(O)(=O)C. (3) The yield is 0.940. The product is [C:1]([O:5][C:6]([C:8]1[S:9][C:10]([CH2:13][CH:14]([C:16]([O:18][CH3:19])=[O:17])[CH3:15])=[CH:11][CH:12]=1)=[O:7])([CH3:4])([CH3:2])[CH3:3]. The reactants are [C:1]([O:5][C:6]([C:8]1[S:9][C:10](/[CH:13]=[C:14](/[C:16]([O:18][CH3:19])=[O:17])\[CH3:15])=[CH:11][CH:12]=1)=[O:7])([CH3:4])([CH3:3])[CH3:2].CO.C(Cl)(Cl)Cl. The catalyst is C(OCC)(=O)C.[OH-].[Pd+2].[OH-]. (4) The reactants are Cl[C:2]1[CH:7]=[CH:6][N:5]=[C:4]([N:8]2[CH2:19][CH2:18][N:17]3[C:10](=[CH:11][C:12]4[CH2:13][C:14]([CH3:21])([CH3:20])[CH2:15][C:16]=43)[C:9]2=[O:22])[C:3]=1[CH:23]=[O:24].[CH2:25]([C@H:27]1[CH2:32][N:31]([CH:33]2[CH2:36][O:35][CH2:34]2)[CH2:30][CH2:29][N:28]1[C:37]1[CH:38]=[CH:39][C:40]([NH:43][C:44]2[C:45](=[O:60])[N:46]([CH3:59])[CH:47]=[C:48](B3OC(C)(C)C(C)(C)O3)[CH:49]=2)=[N:41][CH:42]=1)[CH3:26].[O-]P([O-])([O-])=O.[K+].[K+].[K+].O.O.O.C([O-])(=O)C.[Na+]. The catalyst is C1C=CC(P(C2C=CC=CC=2)[C-]2C=CC=C2)=CC=1.C1C=CC(P(C2C=CC=CC=2)[C-]2C=CC=C2)=CC=1.Cl[Pd]Cl.[Fe+2].C(#N)C. The product is [CH3:20][C:14]1([CH3:21])[CH2:13][C:12]2[CH:11]=[C:10]3[N:17]([CH2:18][CH2:19][N:8]([C:4]4[C:3]([CH:23]=[O:24])=[C:2]([C:48]5[CH:49]=[C:44]([NH:43][C:40]6[CH:39]=[CH:38][C:37]([N:28]7[CH2:29][CH2:30][N:31]([CH:33]8[CH2:34][O:35][CH2:36]8)[CH2:32][C@@H:27]7[CH2:25][CH3:26])=[CH:42][N:41]=6)[C:45](=[O:60])[N:46]([CH3:59])[CH:47]=5)[CH:7]=[CH:6][N:5]=4)[C:9]3=[O:22])[C:16]=2[CH2:15]1. The yield is 0.600. (5) The reactants are C(=O)([O-])O.[Na+].[NH2:6][CH2:7][CH2:8][CH2:9][CH2:10][C:11]1[CH:19]=[CH:18][C:14]([C:15]([OH:17])=[O:16])=[CH:13][CH:12]=1.O.Cl[C:22]([O:24][CH2:25][C:26]1[CH:31]=[CH:30][CH:29]=[CH:28][CH:27]=1)=[O:23]. The catalyst is C1COCC1. The product is [CH2:25]([O:24][C:22]([NH:6][CH2:7][CH2:8][CH2:9][CH2:10][C:11]1[CH:19]=[CH:18][C:14]([C:15]([OH:17])=[O:16])=[CH:13][CH:12]=1)=[O:23])[C:26]1[CH:31]=[CH:30][CH:29]=[CH:28][CH:27]=1. The yield is 0.980. (6) The reactants are Cl[CH2:2][C:3]1[CH:4]=[C:5]([C:9]2[S:17][C:16]3[C:11](=[N:12][CH:13]=[CH:14][C:15]=3[O:18][C:19]3[CH:24]=[CH:23][C:22]([N+:25]([O-:27])=[O:26])=[CH:21][C:20]=3[F:28])[CH:10]=2)[CH:6]=[CH:7][CH:8]=1.[CH3:29][NH:30][CH3:31]. The catalyst is CN(C)C=O. The product is [F:28][C:20]1[CH:21]=[C:22]([N+:25]([O-:27])=[O:26])[CH:23]=[CH:24][C:19]=1[O:18][C:15]1[CH:14]=[CH:13][N:12]=[C:11]2[CH:10]=[C:9]([C:5]3[CH:4]=[C:3]([CH2:2][N:30]([CH3:31])[CH3:29])[CH:8]=[CH:7][CH:6]=3)[S:17][C:16]=12. The yield is 0.480.